Dataset: Reaction yield outcomes from USPTO patents with 853,638 reactions. Task: Predict the reaction yield, written as a fraction of the theoretical maximum amount of product (1.0 means a 100% yield; for example, 0.34 means a 34% yield). (1) The reactants are C1([N:7]=C=NC2CCCCC2)CCCCC1.[OH:16][C:17]1[CH:22]=[CH:21][C:20]([CH2:23][CH2:24][C:25]([OH:27])=O)=[CH:19][CH:18]=1.[N+](C1C=CC(O)=CC=1)([O-])=O. The catalyst is C(OCC)(=O)C. The product is [OH:16][C:17]1[CH:22]=[CH:21][C:20]([CH2:23][CH2:24][C:25]([NH2:7])=[O:27])=[CH:19][CH:18]=1. The yield is 0.750. (2) The reactants are [C:1]([O:5][C:6](=[O:20])[NH:7][C@H:8]([CH2:18][OH:19])/[CH:9]=[CH:10]/[C:11]1[CH:16]=[CH:15][C:14]([Br:17])=[CH:13][CH:12]=1)([CH3:4])([CH3:3])[CH3:2]. The catalyst is CO.[Pt]. The product is [C:1]([O:5][C:6](=[O:20])[NH:7][C@H:8]([CH2:18][OH:19])[CH2:9][CH2:10][C:11]1[CH:12]=[CH:13][C:14]([Br:17])=[CH:15][CH:16]=1)([CH3:4])([CH3:2])[CH3:3]. The yield is 0.780.